Dataset: hERG potassium channel inhibition data for cardiac toxicity prediction from Karim et al.. Task: Regression/Classification. Given a drug SMILES string, predict its toxicity properties. Task type varies by dataset: regression for continuous values (e.g., LD50, hERG inhibition percentage) or binary classification for toxic/non-toxic outcomes (e.g., AMES mutagenicity, cardiotoxicity, hepatotoxicity). Dataset: herg_karim. (1) The compound is CN1Cc2ccccc2[C@@H](c2ccc(F)cc2F)N=C1CCc1ccc(NS(C)(=O)=O)cc1.Cl. The result is 0 (non-blocker). (2) The molecule is CC(C)(C)NC(=O)c1c[nH]c2ncc(-c3nn(CCC(O)CO)c4ccc(OC(F)F)cc34)nc12. The result is 1 (blocker). (3) The drug is COc1cc(F)ccc1-c1cncc(CNC(C)C)c1. The result is 1 (blocker). (4) The molecule is Cc1ccc2c(-c3nnc(SCCCCN4CCc5cc6c(cc5CC4)C(=O)N(C)C6)n3C)cccc2n1. The result is 0 (non-blocker). (5) The drug is CCOC(=O)N1CCC(CN2CCC3(CC2)CN(C(=O)N(C)C)c2ncccc23)CC1.O=C(O)/C=C/C(=O)O. The result is 0 (non-blocker).